This data is from Forward reaction prediction with 1.9M reactions from USPTO patents (1976-2016). The task is: Predict the product of the given reaction. (1) The product is: [CH3:8][O:9][C:10]1[CH:11]=[CH:12][C:13]([C:16]2[CH:17]=[CH:18][C:19]([S:22]([NH:25][CH:26]([CH2:31][CH:32]([OH:34])[CH2:33][S:1][C:2]3[N:6]([CH3:7])[N:5]=[N:4][N:3]=3)[C:27]([OH:29])=[O:28])(=[O:23])=[O:24])=[CH:20][CH:21]=2)=[CH:14][CH:15]=1. Given the reactants [SH:1][C:2]1[N:6]([CH3:7])[N:5]=[N:4][N:3]=1.[CH3:8][O:9][C:10]1[CH:15]=[CH:14][C:13]([C:16]2[CH:21]=[CH:20][C:19]([S:22]([NH:25][CH:26]([CH2:31][CH:32]3[O:34][CH2:33]3)[C:27]([O:29]C)=[O:28])(=[O:24])=[O:23])=[CH:18][CH:17]=2)=[CH:12][CH:11]=1, predict the reaction product. (2) Given the reactants [NH2:1][C:2]1[N:7]=[C:6]([NH2:8])[C:5]([O:9][CH2:10][CH2:11][CH2:12][O:13][C:14]2[CH:19]=[CH:18][CH:17]=[CH:16][C:15]=2[O:20][CH2:21][CH2:22][CH2:23][C:24]([OH:26])=[O:25])=[C:4]([CH2:27][CH3:28])[N:3]=1.[ClH:29], predict the reaction product. The product is: [ClH:29].[NH2:1][C:2]1[N:7]=[C:6]([NH2:8])[C:5]([O:9][CH2:10][CH2:11][CH2:12][O:13][C:14]2[CH:19]=[CH:18][CH:17]=[CH:16][C:15]=2[O:20][CH2:21][CH2:22][CH2:23][C:24]([OH:26])=[O:25])=[C:4]([CH2:27][CH3:28])[N:3]=1. (3) Given the reactants Cl[C:2]1[N:10]=[C:9]2[C:5]([N:6]=[CH:7][N:8]2[CH3:11])=[C:4]([O:12][C:13]2[CH:18]=[CH:17][C:16]([Cl:19])=[CH:15][CH:14]=2)[N:3]=1.O.[NH2:21][NH2:22], predict the reaction product. The product is: [Cl:19][C:16]1[CH:17]=[CH:18][C:13]([O:12][C:4]2[N:3]=[C:2]([NH:21][NH2:22])[N:10]=[C:9]3[C:5]=2[N:6]=[CH:7][N:8]3[CH3:11])=[CH:14][CH:15]=1. (4) Given the reactants Br.Br[CH2:3][C:4]1[CH:9]=[CH:8][CH:7]=[CH:6][N:5]=1.BrCC1CCCCO1.[O:18]([C:25]1[CH:30]=[CH:29][C:28]([C:31]2[CH:39]=[CH:38][CH:37]=[C:36]3[C:32]=2[C:33]2([C:52]4[C:43](=[CH:44][C:45]5[O:50][CH2:49][CH2:48][O:47][C:46]=5[CH:51]=4)[O:42][CH2:41]2)[C:34](=[O:40])[NH:35]3)=[CH:27][CH:26]=1)[C:19]1[CH:24]=[CH:23][CH:22]=[CH:21][CH:20]=1, predict the reaction product. The product is: [O:18]([C:25]1[CH:30]=[CH:29][C:28]([C:31]2[CH:39]=[CH:38][CH:37]=[C:36]3[C:32]=2[C:33]2([C:52]4[C:43](=[CH:44][C:45]5[O:50][CH2:49][CH2:48][O:47][C:46]=5[CH:51]=4)[O:42][CH2:41]2)[C:34](=[O:40])[N:35]3[CH2:3][C:4]2[CH:9]=[CH:8][CH:7]=[CH:6][N:5]=2)=[CH:27][CH:26]=1)[C:19]1[CH:24]=[CH:23][CH:22]=[CH:21][CH:20]=1. (5) Given the reactants [CH2:1]1[C:4]2([CH2:9][CH2:8][N:7]([C:10]([O:12][C:13]([CH3:16])([CH3:15])[CH3:14])=[O:11])[CH2:6][CH2:5]2)[CH2:3][NH:2]1.Cl[C:18]1[CH:23]=[N:22][C:21]([S:24]([CH3:27])(=[O:26])=[O:25])=[CH:20][N:19]=1.CC(C1C=C(C(C)C)C(C2C=CC=CC=2P(C2CCCCC2)C2CCCCC2)=C(C(C)C)C=1)C.[O-]P([O-])([O-])=O.[K+].[K+].[K+], predict the reaction product. The product is: [CH3:27][S:24]([C:21]1[N:22]=[CH:23][C:18]([N:2]2[CH2:3][C:4]3([CH2:5][CH2:6][N:7]([C:10]([O:12][C:13]([CH3:16])([CH3:15])[CH3:14])=[O:11])[CH2:8][CH2:9]3)[CH2:1]2)=[N:19][CH:20]=1)(=[O:26])=[O:25]. (6) The product is: [CH2:37]([O:44][C:45]([N:47]1[CH2:52][CH2:51][C:50]([C:33]([C:32]([O:31][CH2:29][CH3:30])=[O:36])([CH3:35])[CH3:34])([OH:53])[CH2:49][CH2:48]1)=[O:46])[C:38]1[CH:43]=[CH:42][CH:41]=[CH:40][CH:39]=1. Given the reactants C([N-]C(C)C)(C)C.[Li+].CCCCCCC.C1COCC1.C(C1C=CC=CC=1)C.[CH2:29]([O:31][C:32](=[O:36])[CH:33]([CH3:35])[CH3:34])[CH3:30].[CH2:37]([O:44][C:45]([N:47]1[CH2:52][CH2:51][C:50](=[O:53])[CH2:49][CH2:48]1)=[O:46])[C:38]1[CH:43]=[CH:42][CH:41]=[CH:40][CH:39]=1, predict the reaction product. (7) Given the reactants [C:1]1([CH:7]([C:19]2[CH:24]=[CH:23][CH:22]=[CH:21][CH:20]=2)[O:8][CH:9]2[CH2:14][CH2:13][N:12]([CH2:15][CH2:16][CH2:17][NH2:18])[CH2:11][CH2:10]2)[CH:6]=[CH:5][CH:4]=[CH:3][CH:2]=1.Cl[C:26]1[CH:27]=[CH:28][C:29]2[N:30]([CH:32]=[C:33]([C:35]([CH3:42])([CH3:41])[C:36]([O:38][CH2:39][CH3:40])=[O:37])[N:34]=2)[N:31]=1.C(=O)([O-])[O-].[Na+].[Na+].C(OCC)(=O)C, predict the reaction product. The product is: [C:19]1([CH:7]([C:1]2[CH:2]=[CH:3][CH:4]=[CH:5][CH:6]=2)[O:8][CH:9]2[CH2:14][CH2:13][N:12]([CH2:15][CH2:16][CH2:17][NH:18][C:26]3[CH:27]=[CH:28][C:29]4[N:30]([CH:32]=[C:33]([C:35]([CH3:41])([CH3:42])[C:36]([O:38][CH2:39][CH3:40])=[O:37])[N:34]=4)[N:31]=3)[CH2:11][CH2:10]2)[CH:24]=[CH:23][CH:22]=[CH:21][CH:20]=1. (8) Given the reactants [O:1]=[C:2]1[C:7]([C:8]([NH:10][CH2:11][CH2:12][C:13](OCC)=O)=[O:9])=[CH:6][C:5]([C:18]2[CH:23]=[CH:22][N:21]=[CH:20][CH:19]=2)=[N:4][NH:3]1.O=C1C(C(O)=O)=CC(C2C=CN=CC=2)=NN1.ON1C2C=CC=CC=2N=N1.[O:50]1[CH2:55][CH2:54][N:53]([C:56]2[CH:63]=CC(CN)=[CH:58][CH:57]=2)[CH2:52][CH2:51]1.C(N(CC)C(C)C)(C)C.F[P-](F)(F)(F)(F)F.N1(OC(N(C)C)=[N+](C)C)C2N=CC=CC=2N=N1, predict the reaction product. The product is: [N:53]1([C:56]2[CH:63]=[CH:13][C:12]([CH2:11][NH:10][C:8]([C:7]3[C:2](=[O:1])[NH:3][N:4]=[C:5]([C:18]4[CH:19]=[CH:20][N:21]=[CH:22][CH:23]=4)[CH:6]=3)=[O:9])=[CH:58][CH:57]=2)[CH2:54][CH2:55][O:50][CH2:51][CH2:52]1. (9) Given the reactants FC1C=C(CC(N[C@H](C(O)=O)CO)=O)C=C(F)C=1.CN1CCOCC1.CCN=C=NCCCN(C)C.Cl.[F:38][C:39]1[CH:40]=[C:41]([CH2:46][C:47]([NH:49][C@@H:50]([CH2:74][OH:75])[C:51]([NH:53][C@H:54]2[C:60](=[O:61])[NH:59][C:58]3[CH:62]=[CH:63][CH:64]=[CH:65][C:57]=3[S:56][C@H:55]2[C:66]2[CH:71]=[C:70]([F:72])[CH:69]=[CH:68][C:67]=2[F:73])=[O:52])=[O:48])[CH:42]=[C:43]([F:45])[CH:44]=1, predict the reaction product. The product is: [F:38][C:39]1[CH:40]=[C:41]([CH2:46][C:47]([NH:49][C@@H:50]([CH2:74][OH:75])[C:51]([NH:53][C@@H:54]2[C:60](=[O:61])[NH:59][C:58]3[CH:62]=[CH:63][CH:64]=[CH:65][C:57]=3[S:56][C@@H:55]2[C:66]2[CH:71]=[C:70]([F:72])[CH:69]=[CH:68][C:67]=2[F:73])=[O:52])=[O:48])[CH:42]=[C:43]([F:45])[CH:44]=1. (10) Given the reactants [OH:1][CH2:2][CH2:3][CH2:4][CH2:5][CH2:6][CH2:7][NH:8][C:9]([O:11][CH2:12][CH:13]=[CH2:14])=[O:10].CCN(CC)CC.[CH3:22][S:23](Cl)(=[O:25])=[O:24].[NH4+].[Cl-], predict the reaction product. The product is: [CH3:22][S:23]([O:1][CH2:2][CH2:3][CH2:4][CH2:5][CH2:6][CH2:7][NH:8][C:9]([O:11][CH2:12][CH:13]=[CH2:14])=[O:10])(=[O:25])=[O:24].